Dataset: Catalyst prediction with 721,799 reactions and 888 catalyst types from USPTO. Task: Predict which catalyst facilitates the given reaction. (1) Reactant: [Cl:1][C:2]1[CH:12]=[CH:11][C:5]([CH2:6][NH:7][C:8]([NH2:10])=[S:9])=[CH:4][CH:3]=1.CI.[CH:15](N(CC)C(C)C)(C)C.[C:24](=[O:29])=[N:25][C:26](Cl)=[O:27]. Product: [Cl:1][C:2]1[CH:12]=[CH:11][C:5]([CH2:6][N:7]2[C:8]([S:9][CH3:15])=[N:10][C:26](=[O:27])[NH:25][C:24]2=[O:29])=[CH:4][CH:3]=1. The catalyst class is: 98. (2) Reactant: C([C:5]1(OC=CC1)[CH2:6][O:7][CH2:8][C:9]1(CCCC)[O:13][CH:12]=[CH:11][CH2:10]1)CCC.[H][H]. Product: [O:13]1[CH:9]=[CH:10][CH:11]=[CH:12]1.[CH3:5][CH2:6][O:7][CH2:8][CH3:9]. The catalyst class is: 868. (3) Product: [C:2]([C:4]1[CH:5]=[C:6]([NH:10][C:18](=[O:23])[C:19]([CH3:22])([CH3:21])[CH3:20])[CH:7]=[CH:8][CH:9]=1)(=[O:3])[CH3:1]. Reactant: [CH3:1][C:2]([C:4]1[CH:9]=[CH:8][CH:7]=[C:6]([NH2:10])[CH:5]=1)=[O:3].C(N(CC)CC)C.[C:18](Cl)(=[O:23])[C:19]([CH3:22])([CH3:21])[CH3:20].O. The catalyst class is: 22. (4) The catalyst class is: 456. Reactant: [Cl:1][C:2]1[C:11]2[CH2:10][N:9]([C@H:12]([C:16]([CH3:19])([CH3:18])[CH3:17])[C:13]([OH:15])=O)[C:8](=[O:20])[C:7]3=[CH:21][NH:22][C:5]([C:6]=23)=[N:4][CH:3]=1.[NH2:23][CH2:24][CH2:25][C:26]#[N:27].C1C=CC2N(O)N=NC=2C=1.C(Cl)CCl. Product: [Cl:1][C:2]1[C:11]2[CH2:10][N:9]([C@H:12]([C:16]([CH3:17])([CH3:19])[CH3:18])[C:13]([NH:27][CH2:26][CH2:25][C:24]#[N:23])=[O:15])[C:8](=[O:20])[C:7]3=[CH:21][NH:22][C:5]([C:6]=23)=[N:4][CH:3]=1. (5) Product: [CH2:1]([N:8]1[CH2:12][CH:11]([N:13]([CH2:35][C:34]2[CH:37]=[CH:38][C:39]([Cl:40])=[C:32]([Cl:31])[CH:33]=2)[CH3:14])[CH2:10][CH:9]1[C:15]([N:17]1[CH2:22][CH2:21][N:20]([C:23]2[CH:30]=[CH:29][CH:28]=[CH:27][C:24]=2[C:25]#[N:26])[CH2:19][CH2:18]1)=[O:16])[C:2]1[CH:7]=[CH:6][CH:5]=[CH:4][CH:3]=1. Reactant: [CH2:1]([N:8]1[CH2:12][CH:11]([NH:13][CH3:14])[CH2:10][CH:9]1[C:15]([N:17]1[CH2:22][CH2:21][N:20]([C:23]2[CH:30]=[CH:29][CH:28]=[CH:27][C:24]=2[C:25]#[N:26])[CH2:19][CH2:18]1)=[O:16])[C:2]1[CH:7]=[CH:6][CH:5]=[CH:4][CH:3]=1.[Cl:31][C:32]1[CH:33]=[C:34]([CH:37]=[CH:38][C:39]=1[Cl:40])[CH:35]=O.[BH-](OC(C)=O)(OC(C)=O)OC(C)=O.[Na+].CCN(CC)CC. The catalyst class is: 2. (6) Reactant: [C:1]([C:4]1[N:9]=[C:8]([C:10]([NH:12][CH2:13][C:14]2[CH:19]=[CH:18][C:17]([F:20])=[CH:16][CH:15]=2)=[O:11])[C:7]([O:21]CC2C=CC=CC=2)=[C:6]([O:29]CC2C=CC=CC=2)[CH:5]=1)(=[O:3])[CH3:2].CO. Product: [C:1]([C:4]1[N:9]=[C:8]([C:10]([NH:12][CH2:13][C:14]2[CH:19]=[CH:18][C:17]([F:20])=[CH:16][CH:15]=2)=[O:11])[C:7]([OH:21])=[C:6]([OH:29])[CH:5]=1)(=[O:3])[CH3:2]. The catalyst class is: 45. (7) Reactant: [O:1]1[CH2:6][CH2:5][CH:4]([C:7]([N:9]2[CH2:15][C:14]3[CH:16]=[CH:17][C:18]([C:20](OC)=[O:21])=[CH:19][C:13]=3[O:12][CH2:11][C@@H:10]2[C:24]2[CH:29]=[CH:28][C:27]([CH3:30])=[CH:26][CH:25]=2)=[O:8])[CH2:3][CH2:2]1.[NH2:31][OH:32].[OH-].[Na+]. Product: [OH:32][NH:31][C:20]([C:18]1[CH:17]=[CH:16][C:14]2[CH2:15][N:9]([C:7]([CH:4]3[CH2:5][CH2:6][O:1][CH2:2][CH2:3]3)=[O:8])[C@@H:10]([C:24]3[CH:29]=[CH:28][C:27]([CH3:30])=[CH:26][CH:25]=3)[CH2:11][O:12][C:13]=2[CH:19]=1)=[O:21]. The catalyst class is: 36. (8) Reactant: [Cl:1][C:2]1[CH:18]=[C:17]([O:19][CH2:20][CH:21]=[C:22]([Cl:24])[Cl:23])[CH:16]=[C:15]([Cl:25])[C:3]=1[O:4][CH2:5][CH2:6][CH2:7][CH2:8][CH2:9][O:10][CH2:11][C:12](=O)[CH3:13].Cl.[NH2:27][OH:28].Cl. Product: [Cl:1][C:2]1[CH:18]=[C:17]([O:19][CH2:20][CH:21]=[C:22]([Cl:24])[Cl:23])[CH:16]=[C:15]([Cl:25])[C:3]=1[O:4][CH2:5][CH2:6][CH2:7][CH2:8][CH2:9][O:10][CH2:11][C:12](=[N:27][OH:28])[CH3:13]. The catalyst class is: 17. (9) Reactant: [ClH:1].[CH2:2]([N:6]1[CH2:11][CH2:10][N:9]([C:12]2[C:20]([C:21]3[CH2:26][C:25]([CH3:28])([CH3:27])[CH2:24][C:23]([CH3:30])([CH3:29])[CH:22]=3)=[CH:19][C:15]3[O:16][CH2:17][O:18][C:14]=3[CH:13]=2)[CH2:8][CH2:7]1)[CH2:3][CH2:4][CH3:5].CO. Product: [ClH:1].[CH2:2]([N:6]1[CH2:7][CH2:8][N:9]([C:12]2[C:20]([CH:21]3[CH2:22][C:23]([CH3:30])([CH3:29])[CH2:24][C:25]([CH3:27])([CH3:28])[CH2:26]3)=[CH:19][C:15]3[O:16][CH2:17][O:18][C:14]=3[CH:13]=2)[CH2:10][CH2:11]1)[CH2:3][CH2:4][CH3:5]. The catalyst class is: 304. (10) Reactant: [F:1][C:2]1[CH:3]=[C:4]([C:8]2[C:16]3[C:11](=[CH:12][CH:13]=[C:14]([C:17]([O:19][CH3:20])=[O:18])[CH:15]=3)[NH:10][N:9]=2)[CH:5]=[CH:6][CH:7]=1.[H-].[Na+].[CH3:23][O:24][CH2:25]Cl.O. Product: [F:1][C:2]1[CH:3]=[C:4]([C:8]2[C:16]3[C:11](=[CH:12][CH:13]=[C:14]([C:17]([O:19][CH3:20])=[O:18])[CH:15]=3)[N:10]([CH2:23][O:24][CH3:25])[N:9]=2)[CH:5]=[CH:6][CH:7]=1. The catalyst class is: 9.